This data is from Peptide-MHC class II binding affinity with 134,281 pairs from IEDB. The task is: Regression. Given a peptide amino acid sequence and an MHC pseudo amino acid sequence, predict their binding affinity value. This is MHC class II binding data. (1) The peptide sequence is WFINWYLPISQLFYN. The MHC is DRB1_0401 with pseudo-sequence DRB1_0401. The binding affinity (normalized) is 0.472. (2) The peptide sequence is RKHIEWNCDVCRHGD. The MHC is DRB1_0405 with pseudo-sequence DRB1_0405. The binding affinity (normalized) is 0.0467. (3) The peptide sequence is KNVFDDVVPEKYTIG. The MHC is DRB1_0701 with pseudo-sequence DRB1_0701. The binding affinity (normalized) is 0.508. (4) The peptide sequence is IAYQEDEFFECFKYL. The MHC is DRB1_0401 with pseudo-sequence DRB1_0401. The binding affinity (normalized) is 0.153. (5) The peptide sequence is VKLRRSSAAQVDGFY. The MHC is HLA-DPA10103-DPB10401 with pseudo-sequence HLA-DPA10103-DPB10401. The binding affinity (normalized) is 0.0877. (6) The peptide sequence is VILTDGPERVILAGP. The MHC is DRB5_0101 with pseudo-sequence DRB5_0101. The binding affinity (normalized) is 0.166. (7) The peptide sequence is SIAQHLVSDRPIMRY. The MHC is DRB1_0404 with pseudo-sequence DRB1_0404. The binding affinity (normalized) is 0.475. (8) The peptide sequence is VSTFSSGLVWGQKYF. The MHC is HLA-DQA10401-DQB10402 with pseudo-sequence HLA-DQA10401-DQB10402. The binding affinity (normalized) is 0.397.